From a dataset of NCI-60 drug combinations with 297,098 pairs across 59 cell lines. Regression. Given two drug SMILES strings and cell line genomic features, predict the synergy score measuring deviation from expected non-interaction effect. Drug 1: CS(=O)(=O)CCNCC1=CC=C(O1)C2=CC3=C(C=C2)N=CN=C3NC4=CC(=C(C=C4)OCC5=CC(=CC=C5)F)Cl. Drug 2: C(CC(=O)O)C(=O)CN.Cl. Cell line: OVCAR-4. Synergy scores: CSS=11.0, Synergy_ZIP=-4.00, Synergy_Bliss=-1.74, Synergy_Loewe=-2.65, Synergy_HSA=-2.58.